Dataset: Full USPTO retrosynthesis dataset with 1.9M reactions from patents (1976-2016). Task: Predict the reactants needed to synthesize the given product. Given the product [CH3:3][CH:2]([O:4][C:5]([CH:7]1[CH:8]([CH3:20])[CH2:9][C:10]([C:14]2[S:15][C:16]([Br:28])=[CH:17][N:18]=2)([OH:19])[CH2:11][CH:12]1[CH3:13])=[O:6])[CH3:1], predict the reactants needed to synthesize it. The reactants are: [CH3:1][CH:2]([O:4][C:5]([CH:7]1[CH:12]([CH3:13])[CH2:11][C:10]([OH:19])([C:14]2[S:15][CH:16]=[CH:17][N:18]=2)[CH2:9][CH:8]1[CH3:20])=[O:6])[CH3:3].C1C(=O)N([Br:28])C(=O)C1.S([O-])([O-])=O.[Na+].[Na+].CCOC(C)=O.